This data is from Forward reaction prediction with 1.9M reactions from USPTO patents (1976-2016). The task is: Predict the product of the given reaction. (1) Given the reactants [CH3:1][N:2]1[C:6]([CH3:7])=[C:5]([NH2:8])[C:4]([CH3:9])=[N:3]1.[C:10]([O-])(=[O:12])[CH3:11].[K+].C(OC(=O)C)(=O)C, predict the reaction product. The product is: [CH3:1][N:2]1[C:6]([CH3:7])=[C:5]([NH:8][C:10](=[O:12])[CH3:11])[C:4]([CH3:9])=[N:3]1. (2) Given the reactants [O:1]=[C:2]1[C:10]2[C:5](=[CH:6][C:7]([N+:11]([O-])=O)=[CH:8][CH:9]=2)[C:4](=[O:14])[N:3]1[CH:15]1[CH2:20][CH2:19][C:18](=[O:21])[NH:17][C:16]1=[O:22], predict the reaction product. The product is: [O:1]=[C:2]1[C:10]2[C:5](=[CH:6][C:7]([NH2:11])=[CH:8][CH:9]=2)[C:4](=[O:14])[N:3]1[CH:15]1[CH2:20][CH2:19][C:18](=[O:21])[NH:17][C:16]1=[O:22].